From a dataset of Forward reaction prediction with 1.9M reactions from USPTO patents (1976-2016). Predict the product of the given reaction. (1) The product is: [F:1][C:2]1[CH:31]=[C:30]([NH2:32])[CH:29]=[CH:28][C:3]=1[O:4][C:5]1[CH:10]=[CH:9][N:8]=[C:7]2[NH:11][CH:12]=[C:13]([C:14]3[CH:15]=[CH:16][N:17]=[CH:18][CH:19]=3)[C:6]=12. Given the reactants [F:1][C:2]1[CH:31]=[C:30]([N+:32]([O-])=O)[CH:29]=[CH:28][C:3]=1[O:4][C:5]1[CH:10]=[CH:9][N:8]=[C:7]2[N:11](COCC[Si](C)(C)C)[CH:12]=[C:13]([C:14]3[CH:19]=[CH:18][N:17]=[CH:16][CH:15]=3)[C:6]=12.[Cl-].[NH4+].CCCC[N+](CCCC)(CCCC)CCCC.[F-].C(N)CN, predict the reaction product. (2) Given the reactants [CH:1]1[CH:6]=[C:5]2[C:7](/[CH:10]=[CH:11]/[C:12]([NH:14][C:15]3[CH:20]=[C:19]([C:21]([NH2:23])=[O:22])[CH:18]=[CH:17][CH:16]=3)=[O:13])=[CH:8][NH:9][C:4]2=[CH:3][CH:2]=1.N1C2C(=CC=CC=2)C(/C=C/C(O)=O)=C1.NC1C=C(C=CC=1)C(N)=O.C(N(CC)C(C)C)(C)C, predict the reaction product. The product is: [NH:9]1[C:4]2[C:5](=[CH:6][CH:1]=[CH:2][CH:3]=2)[C:7]([CH:10]=[CH:11][C:12]([NH:14][C:15]2[CH:20]=[C:19]([CH:18]=[CH:17][CH:16]=2)[C:21]([NH2:23])=[O:22])=[O:13])=[CH:8]1. (3) Given the reactants [NH2:1][C:2]1[CH:3]=[C:4]([CH:20]=[CH:21][CH:22]=1)[CH2:5][O:6][C:7]1[CH:12]=[CH:11][C:10]([C:13](=[O:15])[CH3:14])=[C:9]([OH:16])[C:8]=1[CH2:17][CH2:18][CH3:19].[CH3:23][O:24][C:25](=[O:33])[C:26]1[CH:31]=[C:30](Br)[CH:29]=[N:28][CH:27]=1.C(=O)([O-])[O-].[Cs+].[Cs+].C1(P(C2C=CC=CC=2)C2C=CC3C(=CC=CC=3)C=2C2C3C(=CC=CC=3)C=CC=2P(C2C=CC=CC=2)C2C=CC=CC=2)C=CC=CC=1.C(O)(=O)CC(CC(O)=O)(C(O)=O)O, predict the reaction product. The product is: [CH3:23][O:24][C:25](=[O:33])[C:26]1[CH:31]=[C:30]([NH:1][C:2]2[CH:22]=[CH:21][CH:20]=[C:4]([CH2:5][O:6][C:7]3[CH:12]=[CH:11][C:10]([C:13](=[O:15])[CH3:14])=[C:9]([OH:16])[C:8]=3[CH2:17][CH2:18][CH3:19])[CH:3]=2)[CH:29]=[N:28][CH:27]=1. (4) Given the reactants [C:1]([O:4][CH2:5][C:6]1[CH:11]=[CH:10][CH:9]=[C:8]([O:12][C:13]2[CH:18]=[CH:17][CH:16]=[CH:15][CH:14]=2)[CH:7]=1)(=[O:3])[CH3:2], predict the reaction product. The product is: [C:1]([O:4][CH2:5][C:6]1[CH:11]=[CH:10][C:9]2[C:14]3[CH:15]=[CH:16][CH:17]=[CH:18][C:13]=3[O:12][C:8]=2[CH:7]=1)(=[O:3])[CH3:2]. (5) Given the reactants C([O-])(=O)C.[Na+].[C:6]([O:12]C)(=[O:11])[CH2:7][C:8]([CH3:10])=O.C[N:15]([CH:17]([O:20]C)[O:18][CH3:19])C.Cl.[C:23]([NH:27][NH2:28])([CH3:26])([CH3:25])[CH3:24], predict the reaction product. The product is: [C:23]([N:27]1[C:8]([CH3:10])=[C:7]([C:6]([OH:12])=[O:11])[CH:17]=[N:15]1)([CH3:26])([CH3:25])[CH3:24].[C:23]([N:27]1[C:8]([CH3:10])=[C:7]([C:17]([O:18][CH3:19])=[O:20])[CH:6]=[N:28]1)([CH3:26])([CH3:25])[CH3:24]. (6) Given the reactants [CH2:1]1[C:10]2[C:5](=[CH:6][CH:7]=[CH:8][CH:9]=2)[CH2:4][CH2:3][N:2]1[C:11]1[N:12]=[C:13]([NH:22][CH3:23])[CH:14]=[C:15]2[C:19]([CH3:20])=[C:18]([CH3:21])[NH:17][C:16]=12.[ClH:24], predict the reaction product. The product is: [ClH:24].[CH2:1]1[C:10]2[C:5](=[CH:6][CH:7]=[CH:8][CH:9]=2)[CH2:4][CH2:3][N:2]1[C:11]1[N:12]=[C:13]([NH:22][CH3:23])[CH:14]=[C:15]2[C:19]([CH3:20])=[C:18]([CH3:21])[NH:17][C:16]=12. (7) Given the reactants [OH:1][NH2:2].C([O:5][C:6](=O)[CH2:7][CH2:8][CH2:9][CH2:10][CH2:11][CH2:12][N:13]([C:20]1[CH:25]=[C:24]([CH3:26])[CH:23]=[CH:22][N:21]=1)[C:14]1[CH:19]=[CH:18][CH:17]=[CH:16][N:15]=1)C, predict the reaction product. The product is: [OH:1][NH:2][C:6](=[O:5])[CH2:7][CH2:8][CH2:9][CH2:10][CH2:11][CH2:12][N:13]([C:20]1[CH:25]=[C:24]([CH3:26])[CH:23]=[CH:22][N:21]=1)[C:14]1[CH:19]=[CH:18][CH:17]=[CH:16][N:15]=1. (8) The product is: [CH3:9][O:10][C:11]([C:13]1[C:22]([OH:23])=[C:21]2[C:16]([CH:17]=[CH:18][CH:19]=[N:20]2)=[C:15]([Br:1])[N:14]=1)=[O:12]. Given the reactants [Br:1]N1C(=O)CCC1=O.[CH3:9][O:10][C:11]([C:13]1[C:22]([OH:23])=[C:21]2[C:16]([CH:17]=[CH:18][CH:19]=[N:20]2)=[CH:15][N:14]=1)=[O:12].CO.CO.O, predict the reaction product. (9) Given the reactants [Cl:1][C:2]1[N:10]=[C:9]2[C:5]([N:6]=[CH:7][N:8]2[CH:11]2[CH2:15][CH2:14][CH2:13][CH2:12]2)=[C:4]([NH:16][CH2:17][CH2:18][NH:19][C:20](=[O:29])[C:21]2[CH:26]=[C:25]([Cl:27])[CH:24]=[C:23]([Cl:28])[CH:22]=2)[N:3]=1.[NH2:30][C@H:31]1[CH2:36][CH2:35][C@H:34]([NH2:37])[CH2:33][CH2:32]1, predict the reaction product. The product is: [ClH:1].[ClH:1].[NH2:30][C@H:31]1[CH2:36][CH2:35][C@H:34]([NH:37][C:2]2[N:10]=[C:9]3[C:5]([N:6]=[CH:7][N:8]3[CH:11]3[CH2:15][CH2:14][CH2:13][CH2:12]3)=[C:4]([NH:16][CH2:17][CH2:18][NH:19][C:20](=[O:29])[C:21]3[CH:22]=[C:23]([Cl:28])[CH:24]=[C:25]([Cl:27])[CH:26]=3)[N:3]=2)[CH2:33][CH2:32]1.